This data is from Blood-brain barrier penetration binary classification data from Martins et al.. The task is: Regression/Classification. Given a drug SMILES string, predict its absorption, distribution, metabolism, or excretion properties. Task type varies by dataset: regression for continuous measurements (e.g., permeability, clearance, half-life) or binary classification for categorical outcomes (e.g., BBB penetration, CYP inhibition). Dataset: bbb_martins. (1) The drug is CN1CCN(C2=Nc3cc(F)ccc3Cc3ccccc32)CC1. The result is 1 (penetrates BBB). (2) The molecule is CC(C)c1ccccc1OCC1=NCCN1. The result is 0 (does not penetrate BBB). (3) The molecule is CCC(C)C(CC)C(N)=O. The result is 1 (penetrates BBB). (4) The result is 0 (does not penetrate BBB). The compound is CC1(C)S[C@@H]2[C@H](NC(=O)[C@H](NC(=O)N3CCN(S(C)(=O)=O)C3=O)c3ccccc3)C(=O)N2[C@H]1C(=O)O.